Dataset: Reaction yield outcomes from USPTO patents with 853,638 reactions. Task: Predict the reaction yield, written as a fraction of the theoretical maximum amount of product (1.0 means a 100% yield; for example, 0.34 means a 34% yield). (1) The reactants are [N:1]1[CH:6]=[C:5]([CH2:7][NH2:8])[CH:4]=[N:3][CH:2]=1.C[Al](C)C.[Cl:13][C:14]1[CH:15]=[C:16]([CH:21]([C:36]([F:39])([F:38])[F:37])/[CH:22]=[CH:23]/[C:24]2[CH:34]=[CH:33][C:27]([C:28](OCC)=[O:29])=[C:26]([CH3:35])[CH:25]=2)[CH:17]=[C:18]([Cl:20])[CH:19]=1. The catalyst is C(Cl)Cl. The product is [Cl:13][C:14]1[CH:15]=[C:16]([CH:21]([C:36]([F:39])([F:37])[F:38])/[CH:22]=[CH:23]/[C:24]2[CH:34]=[CH:33][C:27]([C:28]([NH:8][CH2:7][C:5]3[CH:6]=[N:1][CH:2]=[N:3][CH:4]=3)=[O:29])=[C:26]([CH3:35])[CH:25]=2)[CH:17]=[C:18]([Cl:20])[CH:19]=1. The yield is 0.550. (2) The yield is 0.700. The product is [C:1]([O:4][CH2:5][C:6]1[C:7]([N:22]2[C:34](=[O:35])[C:33]3[N:25]([C:26]4[CH:27]5[CH2:36][CH:30]([C:31]=4[CH:32]=3)[CH2:29][CH2:28]5)[CH2:24][CH2:23]2)=[CH:8][C:9]([F:21])=[CH:10][C:11]=1[C:38]1[CH:39]=[C:40]([NH:46][C:47]2[CH:52]=[CH:51][C:50]([N:53]3[CH2:58][CH2:57][N:56]([CH:59]4[CH2:60][O:61][CH2:62]4)[CH2:55][CH2:54]3)=[CH:49][N:48]=2)[C:41](=[O:45])[N:42]([CH3:44])[CH:43]=1)(=[O:3])[CH3:2]. The reactants are [C:1]([O:4][CH2:5][C:6]1[C:11](B2OC(C)(C)C(C)(C)O2)=[CH:10][C:9]([F:21])=[CH:8][C:7]=1[N:22]1[C:34](=[O:35])[C:33]2[N:25]([C:26]3[CH:27]4[CH2:36][CH:30]([C:31]=3[CH:32]=2)[CH2:29][CH2:28]4)[CH2:24][CH2:23]1)(=[O:3])[CH3:2].Br[C:38]1[CH:39]=[C:40]([NH:46][C:47]2[CH:52]=[CH:51][C:50]([N:53]3[CH2:58][CH2:57][N:56]([CH:59]4[CH2:62][O:61][CH2:60]4)[CH2:55][CH2:54]3)=[CH:49][N:48]=2)[C:41](=[O:45])[N:42]([CH3:44])[CH:43]=1.C([O-])([O-])=O.[Na+].[Na+].O. The catalyst is CN(C=O)C.C1C=CC(P(C2C=CC=CC=2)[C-]2C=CC=C2)=CC=1.C1C=CC(P(C2C=CC=CC=2)[C-]2C=CC=C2)=CC=1.Cl[Pd]Cl.[Fe+2]. (3) The reactants are Br[C:2]1[CH:3]=[C:4]([C:8]2([C:19]3[CH:24]=[CH:23][N:22]=[CH:21][CH:20]=3)[C:16]3[C:11](=[C:12]([F:17])[CH:13]=[CH:14][CH:15]=3)[C:10]([NH2:18])=[N:9]2)[CH:5]=[CH:6][CH:7]=1.[Cl:25][C:26]1[CH:27]=[C:28](B(O)O)[CH:29]=[CH:30][CH:31]=1. No catalyst specified. The product is [Cl:25][C:26]1[CH:31]=[C:30]([C:2]2[CH:7]=[CH:6][CH:5]=[C:4]([C:8]3([C:19]4[CH:20]=[CH:21][N:22]=[CH:23][CH:24]=4)[C:16]4[C:11](=[C:12]([F:17])[CH:13]=[CH:14][CH:15]=4)[C:10]([NH2:18])=[N:9]3)[CH:3]=2)[CH:29]=[CH:28][CH:27]=1. The yield is 0.380. (4) The reactants are C(OC([NH:11][C@H:12]1[CH2:16][CH2:15][N:14]([C:17]2[N:25]3[C:21](=[N:22][C:23]4[CH:29]=[CH:28][CH:27]=[CH:26][C:24]=43)[C:20]([C:30]#[N:31])=[C:19]([CH3:32])[C:18]=2[CH2:33][CH3:34])[C:13]1=[O:35])=O)C1C=CC=CC=1. The catalyst is [C].[Pd].CO. The product is [NH2:11][C@H:12]1[CH2:16][CH2:15][N:14]([C:17]2[N:25]3[C:21](=[N:22][C:23]4[CH:29]=[CH:28][CH:27]=[CH:26][C:24]=43)[C:20]([C:30]#[N:31])=[C:19]([CH3:32])[C:18]=2[CH2:33][CH3:34])[C:13]1=[O:35]. The yield is 0.460. (5) The reactants are [CH3:1][O-:2].[Na+].C([C@H]1COC(=O)N1[C:17](=[O:39])[C@@H:18]([O:36][CH2:37][CH3:38])[C@@H:19]([C:21]1[CH:26]=[CH:25][C:24]([O:27][CH2:28][C:29]2[CH:34]=[CH:33][CH:32]=[CH:31][CH:30]=2)=[CH:23][C:22]=1[CH3:35])[OH:20])C1C=CC=CC=1. The catalyst is CO. The product is [CH3:1][O:2][C:17](=[O:39])[C@@H:18]([O:36][CH2:37][CH3:38])[C@@H:19]([C:21]1[CH:26]=[CH:25][C:24]([O:27][CH2:28][C:29]2[CH:30]=[CH:31][CH:32]=[CH:33][CH:34]=2)=[CH:23][C:22]=1[CH3:35])[OH:20]. The yield is 0.690. (6) The reactants are [C:1]([C:5]1[CH:10]=[CH:9][CH:8]=[CH:7][C:6]=1[NH2:11])([CH3:4])([CH3:3])[CH3:2].[N+:12]([O-])([O-:14])=[O:13].[K+]. The catalyst is S(=O)(=O)(O)O. The product is [C:1]([C:5]1[CH:10]=[CH:9][C:8]([N+:12]([O-:14])=[O:13])=[CH:7][C:6]=1[NH2:11])([CH3:4])([CH3:2])[CH3:3]. The yield is 0.640. (7) The reactants are [CH3:1][O:2][C:3]1[CH:20]=[CH:19][C:6]2[N:7]=[C:8]([C:10]3[CH:15]=[CH:14][CH:13]=[C:12]([O:16][CH3:17])[C:11]=3Br)[S:9][C:5]=2[CH:4]=1.C(=O)([O-])[O-].[Cs+].[Cs+].C(B(CC)CC)C.C(=O)(O)[O-].[Na+]. The catalyst is CN(C=O)C.ClCCl.[Pd](Cl)Cl.C1(P(C2C=CC=CC=2)[C-]2C=CC=C2)C=CC=CC=1.[C-]1(P(C2C=CC=CC=2)C2C=CC=CC=2)C=CC=C1.[Fe+2]. The product is [CH3:1][O:2][C:3]1[CH:20]=[CH:19][C:6]2[N:7]=[C:8]([C:10]3[CH:15]=[CH:14][CH:13]=[C:12]([O:16][CH3:17])[CH:11]=3)[S:9][C:5]=2[CH:4]=1. The yield is 0.380. (8) The reactants are Cl.[NH2:2][CH2:3][C:4]([C:6]1[CH:11]=[CH:10][C:9]([Br:12])=[CH:8][CH:7]=1)=[O:5].[C:13]([O:17][C:18]([NH:20][C:21]1([C:24](O)=[O:25])[CH2:23][CH2:22]1)=[O:19])([CH3:16])([CH3:15])[CH3:14].CN(C(ON1N=NC2C=CC=NC1=2)=[N+](C)C)C.F[P-](F)(F)(F)(F)F.CCN(C(C)C)C(C)C. The catalyst is CN(C=O)C. The product is [C:13]([O:17][C:18](=[O:19])[NH:20][C:21]1([C:24](=[O:25])[NH:2][CH2:3][C:4]([C:6]2[CH:11]=[CH:10][C:9]([Br:12])=[CH:8][CH:7]=2)=[O:5])[CH2:22][CH2:23]1)([CH3:16])([CH3:14])[CH3:15]. The yield is 0.900. (9) The reactants are Br[C:2]1[CH:3]=[C:4]([NH:10][C:11]2[CH:16]=[CH:15][C:14]([C:17]([N:19]3[CH2:24][CH2:23][O:22][CH2:21][C@@H:20]3[CH3:25])=[O:18])=[CH:13][N:12]=2)[C:5](=[O:9])[N:6]([CH3:8])[CH:7]=1.[C:26]([O:29][CH2:30][C:31]1[C:32]([N:40]2[CH2:51][CH2:50][N:49]3[C:42](=[CH:43][C:44]4[CH2:45][C:46]([CH3:53])([CH3:52])[CH2:47][C:48]=43)[C:41]2=[O:54])=[N:33][CH:34]=[CH:35][C:36]=1B(O)O)(=[O:28])[CH3:27].[O-]P([O-])([O-])=O.[K+].[K+].[K+].C([O-])(=O)C.[Na+]. The catalyst is C1C=CC(P(C2C=CC=CC=2)[C-]2C=CC=C2)=CC=1.C1C=CC(P(C2C=CC=CC=2)[C-]2C=CC=C2)=CC=1.Cl[Pd]Cl.[Fe+2].O.C(#N)C. The product is [C:26]([O:29][CH2:30][C:31]1[C:32]([N:40]2[CH2:51][CH2:50][N:49]3[C:42](=[CH:43][C:44]4[CH2:45][C:46]([CH3:53])([CH3:52])[CH2:47][C:48]=43)[C:41]2=[O:54])=[N:33][CH:34]=[CH:35][C:36]=1[C:2]1[CH:3]=[C:4]([NH:10][C:11]2[CH:16]=[CH:15][C:14]([C:17]([N:19]3[CH2:24][CH2:23][O:22][CH2:21][C@@H:20]3[CH3:25])=[O:18])=[CH:13][N:12]=2)[C:5](=[O:9])[N:6]([CH3:8])[CH:7]=1)(=[O:28])[CH3:27]. The yield is 0.470.